This data is from Full USPTO retrosynthesis dataset with 1.9M reactions from patents (1976-2016). The task is: Predict the reactants needed to synthesize the given product. (1) The reactants are: C([O:4][C:5]1[CH:10]=[C:9]([C:11]#[N:12])[C:8](Br)=[C:7]([C:14]#[N:15])[C:6]=1[O:16]C(=O)C)(=O)C.[CH3:20][S:21]([C:24]1[CH:29]=[CH:28][C:27](B(O)O)=[CH:26][CH:25]=1)(=[O:23])=[O:22]. Given the product [OH:16][C:6]1[C:5]([OH:4])=[CH:10][C:9]([C:11]#[N:12])=[C:8]([C:27]2[CH:28]=[CH:29][C:24]([S:21]([CH3:20])(=[O:23])=[O:22])=[CH:25][CH:26]=2)[C:7]=1[C:14]#[N:15], predict the reactants needed to synthesize it. (2) The reactants are: [H-].[Na+].[CH:3]([C:6]1[C:7]([O:18][CH3:19])=[CH:8][C:9]([CH3:17])=[C:10]([CH2:12][C:13]([O:15][CH3:16])=[O:14])[CH:11]=1)([CH3:5])[CH3:4].[Cl:20][CH2:21][CH2:22][CH2:23]I.C(OCC)(=O)C. Given the product [Cl:20][CH2:21][CH2:22][CH2:23][CH:12]([C:10]1[CH:11]=[C:6]([CH:3]([CH3:5])[CH3:4])[C:7]([O:18][CH3:19])=[CH:8][C:9]=1[CH3:17])[C:13]([O:15][CH3:16])=[O:14], predict the reactants needed to synthesize it.